This data is from Reaction yield outcomes from USPTO patents with 853,638 reactions. The task is: Predict the reaction yield, written as a fraction of the theoretical maximum amount of product (1.0 means a 100% yield; for example, 0.34 means a 34% yield). (1) The reactants are [Cl:1][C:2]1[CH:7]=[CH:6][C:5]([C:8]2[O:12][C:11]([CH3:13])=[C:10]([CH:14]=[O:15])[CH:9]=2)=[C:4]([CH3:16])[CH:3]=1. The catalyst is C1([Mg]Br)CCCCC1.O1CCCC1. The product is [Cl:1][C:2]1[CH:7]=[CH:6][C:5]([C:8]2[O:12][C:11]([CH3:13])=[C:10]([CH:14]([CH:2]3[CH2:7][CH2:6][CH2:5][CH2:4][CH2:3]3)[OH:15])[CH:9]=2)=[C:4]([CH3:16])[CH:3]=1. The yield is 0.770. (2) The reactants are [CH2:1]([O:8][C:9]1[CH:10]=[C:11]2[C:16](=[CH:17][C:18]=1[O:19][CH3:20])[N:15]=[CH:14][N:13]=[C:12]2Cl)[C:2]1[CH:7]=[CH:6][CH:5]=[CH:4][CH:3]=1.[OH:22][C:23]1[CH:24]=[C:25]2[C:29](=[N:30][CH:31]=1)[NH:28][CH:27]=[CH:26]2.C(=O)([O-])[O-].[K+].[K+]. The catalyst is CN(C=O)C. The product is [NH:28]1[C:29]2[C:25](=[CH:24][C:23]([O:22][C:12]3[C:11]4[C:16](=[CH:17][C:18]([O:19][CH3:20])=[C:9]([O:8][CH2:1][C:2]5[CH:7]=[CH:6][CH:5]=[CH:4][CH:3]=5)[CH:10]=4)[N:15]=[CH:14][N:13]=3)=[CH:31][N:30]=2)[CH:26]=[CH:27]1. The yield is 0.600. (3) The reactants are [Cl-].[Al+3].[Cl-].[Cl-].[Cl:5][S:6]([C:9]1[CH:10]=[C:11]([CH:15]=[CH:16][CH:17]=1)[C:12](Cl)=[O:13])(=[O:8])=[O:7].[C:18]1([O:24][CH3:25])[CH:23]=[CH:22][CH:21]=[CH:20][CH:19]=1. The catalyst is ClCCl. The product is [CH3:25][O:24][C:18]1[CH:23]=[CH:22][C:21]([C:12]([C:11]2[CH:10]=[C:9]([S:6]([Cl:5])(=[O:8])=[O:7])[CH:17]=[CH:16][CH:15]=2)=[O:13])=[CH:20][CH:19]=1. The yield is 0.410. (4) The reactants are [Si](C=[N+]=[N-])(C)(C)[CH3:2].[CH3:8][N:9]1[C:17]2[C:12](=[CH:13][CH:14]=[CH:15][CH:16]=2)[C:11]([CH2:18][C:19]([OH:21])=[O:20])=[CH:10]1.C(O)(=O)C. The catalyst is C1(C)C=CC=CC=1.CO. The product is [CH3:2][O:20][C:19](=[O:21])[CH2:18][C:11]1[C:12]2[C:17](=[CH:16][CH:15]=[CH:14][CH:13]=2)[N:9]([CH3:8])[CH:10]=1. The yield is 1.00. (5) The reactants are [CH3:1][C:2]1[CH:7]=[CH:6][CH:5]=[C:4]([CH3:8])[C:3]=1[N:9]=[C:10]=[O:11].[NH2:12][C:13]1[CH:18]=[C:17]([Br:19])[CH:16]=[CH:15][C:14]=1[C:20]([NH:22][C@@H:23]([CH:28]1[CH2:33][CH2:32][CH2:31][CH2:30][CH2:29]1)[C:24]([O:26][CH3:27])=[O:25])=[O:21].CCCCCC.C(OCC)(=O)C. The catalyst is N1C=CC=CC=1. The product is [Br:19][C:17]1[CH:16]=[CH:15][C:14]([C:20]([NH:22][C@@H:23]([CH:28]2[CH2:33][CH2:32][CH2:31][CH2:30][CH2:29]2)[C:24]([O:26][CH3:27])=[O:25])=[O:21])=[C:13]([NH:12][C:10]([NH:9][C:3]2[C:2]([CH3:1])=[CH:7][CH:6]=[CH:5][C:4]=2[CH3:8])=[O:11])[CH:18]=1. The yield is 0.810.